From a dataset of Reaction yield outcomes from USPTO patents with 853,638 reactions. Predict the reaction yield, written as a fraction of the theoretical maximum amount of product (1.0 means a 100% yield; for example, 0.34 means a 34% yield). (1) The product is [Cl:8][C:6]1[N:5]=[CH:4][N:3]=[C:2]([O:16][C:15]2[CH:14]=[CH:13][C:12]([NH:17][C:18](=[O:20])[CH3:19])=[CH:11][C:10]=2[F:9])[CH:7]=1. The reactants are Cl[C:2]1[CH:7]=[C:6]([Cl:8])[N:5]=[CH:4][N:3]=1.[F:9][C:10]1[CH:11]=[C:12]([NH:17][C:18](=[O:20])[CH3:19])[CH:13]=[CH:14][C:15]=1[OH:16].C([O-])([O-])=O.[K+].[K+]. The yield is 0.710. The catalyst is CN(C=O)C. (2) The reactants are [CH:1]([C:3]1[CH:4]=[C:5]2[C:10](=[CH:11][CH:12]=1)[C@H:9]([NH:13][C:14]([C@H:16]1[C@@H:20]([CH2:21][S:22]([C:25]3[CH:34]=[CH:33][C:32]4[C:27](=[CH:28][CH:29]=[CH:30][CH:31]=4)[CH:26]=3)(=[O:24])=[O:23])[O:19][C:18]([CH3:36])([CH3:35])[O:17]1)=[O:15])[CH2:8][CH2:7][CH2:6]2)=O.[CH3:37][CH:38]1[CH2:43][CH2:42][CH2:41][CH:40]([CH3:44])[NH:39]1.C(O[BH-](OC(=O)C)OC(=O)C)(=O)C.[Na+]. The catalyst is C(O)(=O)C.ClC(Cl)C. The product is [CH3:37][CH:38]1[CH2:43][CH2:42][CH2:41][CH:40]([CH3:44])[N:39]1[CH2:1][C:3]1[CH:4]=[C:5]2[C:10](=[CH:11][CH:12]=1)[C@H:9]([NH:13][C:14]([C@H:16]1[C@@H:20]([CH2:21][S:22]([C:25]3[CH:34]=[CH:33][C:32]4[C:27](=[CH:28][CH:29]=[CH:30][CH:31]=4)[CH:26]=3)(=[O:24])=[O:23])[O:19][C:18]([CH3:35])([CH3:36])[O:17]1)=[O:15])[CH2:8][CH2:7][CH2:6]2. The yield is 0.500. (3) The reactants are [CH3:1][O:2][C:3](=[O:14])[C:4]1[CH:9]=[CH:8][CH:7]=[C:6]([N+:10]([O-:12])=[O:11])[C:5]=1[NH2:13].[Br:15]Br. The yield is 0.820. The product is [CH3:1][O:2][C:3](=[O:14])[C:4]1[CH:9]=[C:8]([Br:15])[CH:7]=[C:6]([N+:10]([O-:12])=[O:11])[C:5]=1[NH2:13]. The catalyst is C(O)(=O)C. (4) The reactants are [Cl:1][C:2]1[CH:7]=[CH:6][CH:5]=[CH:4][C:3]=1[N:8]1[C:13](=[O:14])[C:12]2[S:15][CH:16]=[CH:17][C:11]=2[N:10]=[C:9]1[CH:18]=O.[F:20][C:21]1[CH:27]=[CH:26][CH:25]=[CH:24][C:22]=1[NH2:23].S([O-])([O-])(=O)=O.[Na+].[Na+].C(O[BH-](OC(=O)C)OC(=O)C)(=O)C.[Na+].C(=O)(O)[O-].[Na+]. The catalyst is C(O)(=O)C. The product is [Cl:1][C:2]1[CH:7]=[CH:6][CH:5]=[CH:4][C:3]=1[N:8]1[C:13](=[O:14])[C:12]2[S:15][CH:16]=[CH:17][C:11]=2[N:10]=[C:9]1[CH2:18][NH:23][C:22]1[CH:24]=[CH:25][CH:26]=[CH:27][C:21]=1[F:20]. The yield is 0.390. (5) The reactants are C1CO[C:8]2[CH:7]=[CH:6][C:5]([NH:11][C:12]3[C:17]([F:18])=[CH:16][N:15]=[C:14]([NH:19][C:20]4[CH:25]=[CH:24][CH:23]=[C:22](O)C=4)[N:13]=3)=[CH:4][C:3]=2[O:2]1.Cl[C:28]1N=C(NC2C=CC=C(O)C=2)C(F)=C[N:29]=1.N1C=CC=C(CN)C=1. No catalyst specified. The product is [F:18][C:17]1[C:12]([NH:11][C:5]2[CH:6]=[CH:7][CH:8]=[C:3]([OH:2])[CH:4]=2)=[N:13][C:14]([NH:19][CH2:20][C:25]2[CH:28]=[N:29][CH:22]=[CH:23][CH:24]=2)=[N:15][CH:16]=1. The yield is 0.620. (6) The reactants are [Cl:1][C:2]1[CH:8]=[CH:7][C:5]([NH2:6])=[CH:4][CH:3]=1.B(Cl)(Cl)Cl.[C:13]([C:15]1[CH:20]=[CH:19][N:18]=[CH:17][CH:16]=1)#N.[Al+3].[Cl-].[Cl-].[Cl-].Cl.[OH-:26].[Na+]. The catalyst is C(Cl)Cl.O. The product is [NH2:6][C:5]1[CH:7]=[CH:8][C:2]([Cl:1])=[CH:3][C:4]=1[C:13]([C:15]1[CH:20]=[CH:19][N:18]=[CH:17][CH:16]=1)=[O:26]. The yield is 0.750. (7) The reactants are [CH3:1][O:2][C:3]1[CH:4]=[C:5]([C:14]([OH:16])=[O:15])[C:6](=[CH:10][C:11]=1[O:12][CH3:13])[C:7]([OH:9])=O. The catalyst is C(OC(=O)C)(=O)C. The product is [CH3:13][O:12][C:11]1[CH:10]=[C:6]2[C:5](=[CH:4][C:3]=1[O:2][CH3:1])[C:14](=[O:15])[O:16][C:7]2=[O:9]. The yield is 1.00.